Dataset: Reaction yield outcomes from USPTO patents with 853,638 reactions. Task: Predict the reaction yield, written as a fraction of the theoretical maximum amount of product (1.0 means a 100% yield; for example, 0.34 means a 34% yield). The product is [O:1]1[C:5]2[CH:6]=[CH:7][C:8]([C:10]3([C:13]([NH:47][C:48]4[CH:49]=[C:50]5[C:54](=[CH:55][CH:56]=4)[NH:53][C:52]([CH:57]([CH3:60])[CH2:58][OH:59])=[CH:51]5)=[O:15])[CH2:11][CH2:12]3)=[CH:9][C:4]=2[O:3][CH2:2]1. The reactants are [O:1]1[C:5]2[CH:6]=[CH:7][C:8]([C:10]3([C:13]([OH:15])=O)[CH2:12][CH2:11]3)=[CH:9][C:4]=2[O:3][CH2:2]1.CN(C(ON1N=NC2C=CC=CC1=2)=[N+](C)C)C.F[P-](F)(F)(F)(F)F.CCN(CC)CC.[NH2:47][C:48]1[CH:49]=[C:50]2[C:54](=[CH:55][CH:56]=1)[NH:53][C:52]([CH:57]([CH3:60])[CH2:58][OH:59])=[CH:51]2. The yield is 0.510. The catalyst is C(#N)C.